This data is from Catalyst prediction with 721,799 reactions and 888 catalyst types from USPTO. The task is: Predict which catalyst facilitates the given reaction. (1) Reactant: [H-].[Na+].[NH:3]1[C:11]2[C:6](=[C:7]([C:12]3[CH:13]=[N:14][C:15]4[C:20]([CH:21]=3)=[CH:19][CH:18]=[CH:17][CH:16]=4)[CH:8]=[CH:9][CH:10]=2)[CH:5]=[N:4]1.[Br:22][C:23]1[CH:30]=[C:29](F)[CH:28]=[CH:27][C:24]=1[C:25]#[N:26]. Product: [Br:22][C:23]1[CH:30]=[C:29]([N:3]2[C:11]3[C:6](=[C:7]([C:12]4[CH:13]=[N:14][C:15]5[C:20]([CH:21]=4)=[CH:19][CH:18]=[CH:17][CH:16]=5)[CH:8]=[CH:9][CH:10]=3)[CH:5]=[N:4]2)[CH:28]=[CH:27][C:24]=1[C:25]#[N:26]. The catalyst class is: 9. (2) Reactant: [CH2:1]([O:3][C:4](=[O:15])[CH2:5][C:6]([NH:8][C:9]1([CH2:12][CH:13]=[O:14])[CH2:11][CH2:10]1)=[O:7])C.[Na]. The catalyst class is: 224. Product: [CH3:1][O:3][C:4]([CH:5]1[C:13](=[O:14])[CH2:12][C:9]2([CH2:11][CH2:10]2)[NH:8][C:6]1=[O:7])=[O:15]. (3) Reactant: C(OC([N:8]1[CH2:12][CH2:11][C@H:10]([C@H:13]([O:19][C:20]2[CH:25]=[CH:24][C:23]([C:26]([F:29])([F:28])[F:27])=[CH:22][CH:21]=2)[CH2:14][S:15](Cl)(=[O:17])=[O:16])[CH2:9]1)=O)(C)(C)C.[NH3:30].O1CCOCC1.[C:37]([OH:43])([C:39]([F:42])([F:41])[F:40])=[O:38]. Product: [NH:8]1[CH2:12][CH2:11][C@H:10]([C@H:13]([O:19][C:20]2[CH:25]=[CH:24][C:23]([C:26]([F:29])([F:28])[F:27])=[CH:22][CH:21]=2)[CH2:14][S:15]([NH2:30])(=[O:17])=[O:16])[CH2:9]1.[C:37]([OH:43])([C:39]([F:42])([F:41])[F:40])=[O:38]. The catalyst class is: 2. (4) Reactant: [H-].[Na+].[Br:3][C:4]1[CH:12]=[CH:11][CH:10]=[C:9]2[C:5]=1[CH:6]=[CH:7][NH:8]2.[CH:13]([Si:16](Cl)([CH:20]([CH3:22])[CH3:21])[CH:17]([CH3:19])[CH3:18])([CH3:15])[CH3:14]. Product: [Br:3][C:4]1[CH:12]=[CH:11][CH:10]=[C:9]2[C:5]=1[CH:6]=[CH:7][N:8]2[Si:16]([CH:20]([CH3:22])[CH3:21])([CH:17]([CH3:19])[CH3:18])[CH:13]([CH3:15])[CH3:14]. The catalyst class is: 59. (5) Reactant: [H-].[Na+].[Cl:3][C:4]1[C:13]2[C:8](=[CH:9][CH:10]=[CH:11][CH:12]=2)[C:7]([OH:14])=[N:6][N:5]=1.I[CH2:16][CH3:17]. Product: [Cl:3][C:4]1[C:13]2[C:8](=[CH:9][CH:10]=[CH:11][CH:12]=2)[C:7](=[O:14])[N:6]([CH2:16][CH3:17])[N:5]=1. The catalyst class is: 3. (6) Reactant: [Cl:1][CH2:2][C:3]1[CH:11]=[CH:10][C:6]([C:7](Cl)=[O:8])=[CH:5][CH:4]=1.[NH2:12][CH2:13][CH2:14][N:15]1[CH2:20][CH2:19][CH2:18][CH2:17][CH2:16]1.C(N(CC)CC)C.O. Product: [Cl:1][CH2:2][C:3]1[CH:11]=[CH:10][C:6]([C:7]([NH:12][CH2:13][CH2:14][N:15]2[CH2:20][CH2:19][CH2:18][CH2:17][CH2:16]2)=[O:8])=[CH:5][CH:4]=1. The catalyst class is: 4.